Dataset: Peptide-MHC class II binding affinity with 134,281 pairs from IEDB. Task: Regression. Given a peptide amino acid sequence and an MHC pseudo amino acid sequence, predict their binding affinity value. This is MHC class II binding data. (1) The peptide sequence is IIFSKNLNIKLNMPL. The MHC is DRB1_0802 with pseudo-sequence DRB1_0802. The binding affinity (normalized) is 0.847. (2) The peptide sequence is MFLGGVKPTHISYIM. The MHC is DRB1_0404 with pseudo-sequence DRB1_0404. The binding affinity (normalized) is 0.543. (3) The peptide sequence is EICPAVKRDVDLFLTGT. The MHC is DRB1_0701 with pseudo-sequence DRB1_0701. The binding affinity (normalized) is 0.290. (4) The peptide sequence is DDCVVRPIDDRFGLA. The MHC is DRB3_0301 with pseudo-sequence DRB3_0301. The binding affinity (normalized) is 0.516. (5) The peptide sequence is SQWGWCGSTDEYCSP. The MHC is DRB1_0701 with pseudo-sequence DRB1_0701. The binding affinity (normalized) is 0.0553. (6) The peptide sequence is GDKVAYALAQGLKVI. The MHC is HLA-DPA10301-DPB10402 with pseudo-sequence HLA-DPA10301-DPB10402. The binding affinity (normalized) is 0.822.